This data is from NCI-60 drug combinations with 297,098 pairs across 59 cell lines. The task is: Regression. Given two drug SMILES strings and cell line genomic features, predict the synergy score measuring deviation from expected non-interaction effect. Drug 1: CCCS(=O)(=O)NC1=C(C(=C(C=C1)F)C(=O)C2=CNC3=C2C=C(C=N3)C4=CC=C(C=C4)Cl)F. Drug 2: CC12CCC3C(C1CCC2OP(=O)(O)O)CCC4=C3C=CC(=C4)OC(=O)N(CCCl)CCCl.[Na+]. Cell line: RXF 393. Synergy scores: CSS=7.63, Synergy_ZIP=-2.22, Synergy_Bliss=-3.11, Synergy_Loewe=-4.28, Synergy_HSA=-1.88.